From a dataset of Forward reaction prediction with 1.9M reactions from USPTO patents (1976-2016). Predict the product of the given reaction. (1) The product is: [CH3:30][NH:31][C:32]([C:34]1[CH:39]=[C:38]([O:17][C:14]2[CH:15]=[CH:16][C:11]([CH2:10][C:9](=[O:19])[NH:8][C:5]3[CH:6]=[CH:7][C:2]([Cl:1])=[C:3]([C:20]([F:21])([F:22])[F:23])[CH:4]=3)=[CH:12][C:13]=2[CH3:18])[CH:37]=[CH:36][N:35]=1)=[O:33]. Given the reactants [Cl:1][C:2]1[CH:7]=[CH:6][C:5]([NH:8][C:9](=[O:19])[CH2:10][C:11]2[CH:16]=[CH:15][C:14]([OH:17])=[C:13]([CH3:18])[CH:12]=2)=[CH:4][C:3]=1[C:20]([F:23])([F:22])[F:21].CC(C)([O-])C.[K+].[CH3:30][NH:31][C:32]([C:34]1[CH:39]=[C:38](Cl)[CH:37]=[CH:36][N:35]=1)=[O:33].C(=O)([O-])[O-].[K+].[K+], predict the reaction product. (2) Given the reactants [C:1]1([S:7]([NH:10][C:11]2[S:15][C:14]3[CH2:16][CH2:17][CH2:18][CH2:19][C:13]=3[C:12]=2[C:20]([O:22][CH2:23][CH3:24])=[O:21])(=[O:9])=[O:8])[CH:6]=[CH:5][CH:4]=[CH:3][CH:2]=1.N[C:26]1SC2CCCCC=2C=1C(OCC)=O.CC1C=CC=CC=1S(Cl)(=O)=O, predict the reaction product. The product is: [CH3:26][C:6]1[CH:5]=[CH:4][CH:3]=[CH:2][C:1]=1[S:7]([NH:10][C:11]1[S:15][C:14]2[CH2:16][CH2:17][CH2:18][CH2:19][C:13]=2[C:12]=1[C:20]([O:22][CH2:23][CH3:24])=[O:21])(=[O:9])=[O:8].